Dataset: Catalyst prediction with 721,799 reactions and 888 catalyst types from USPTO. Task: Predict which catalyst facilitates the given reaction. (1) Reactant: Br[CH2:2][C:3]([C:5]1[CH:10]=[CH:9][C:8]([OH:11])=[CH:7][CH:6]=1)=O.[F:12][C:13]([F:25])([F:24])[O:14][C:15]1[CH:23]=[CH:22][C:18]([C:19]([NH2:21])=[O:20])=[CH:17][CH:16]=1.O. Product: [F:12][C:13]([F:24])([F:25])[O:14][C:15]1[CH:23]=[CH:22][C:18]([C:19]2[O:20][CH:2]=[C:3]([C:5]3[CH:10]=[CH:9][C:8]([OH:11])=[CH:7][CH:6]=3)[N:21]=2)=[CH:17][CH:16]=1. The catalyst class is: 9. (2) Reactant: [CH2:1]([O:8][C:9]1[C:23](Br)=[CH:22][C:21]([O:25][CH3:26])=[C:20]([CH3:27])[C:10]=1[C:11]([O:13][C:14]1[CH:19]=[CH:18][CH:17]=[CH:16][CH:15]=1)=[O:12])[C:2]1[CH:7]=[CH:6][CH:5]=[CH:4][CH:3]=1.C([Mg]Cl)(C)C.[Li+].[Cl-].CN([CH:38]=[O:39])C. Product: [CH2:1]([O:8][C:9]1[C:23]([CH:38]=[O:39])=[CH:22][C:21]([O:25][CH3:26])=[C:20]([CH3:27])[C:10]=1[C:11]([O:13][C:14]1[CH:19]=[CH:18][CH:17]=[CH:16][CH:15]=1)=[O:12])[C:2]1[CH:7]=[CH:6][CH:5]=[CH:4][CH:3]=1. The catalyst class is: 1.